This data is from Forward reaction prediction with 1.9M reactions from USPTO patents (1976-2016). The task is: Predict the product of the given reaction. (1) Given the reactants [CH:1]1([C:4]2[N:9]=[C:8]3[N:10]([S:14]([C:17]4[CH:23]=[CH:22][C:20]([CH3:21])=[CH:19][CH:18]=4)(=[O:16])=[O:15])[CH:11]=[C:12](I)[C:7]3=[CH:6][C:5]=2[C:24]2[CH:29]=[CH:28][C:27]([N:30]3[CH2:35][CH2:34][N:33]([C:36]([O:38][C:39]([CH3:42])([CH3:41])[CH3:40])=[O:37])[CH2:32][CH2:31]3)=[CH:26][CH:25]=2)[CH2:3][CH2:2]1.[F:43][C:44]1[CH:45]=[C:46]([CH:64]=[CH:65][CH:66]=1)[CH2:47][N:48]1[C:52]([CH3:53])=[C:51](B2OC(C)(C)C(C)(C)O2)[C:50]([CH3:63])=[N:49]1.C(=O)([O-])[O-].[Na+].[Na+], predict the reaction product. The product is: [CH:1]1([C:4]2[N:9]=[C:8]3[N:10]([S:14]([C:17]4[CH:23]=[CH:22][C:20]([CH3:21])=[CH:19][CH:18]=4)(=[O:16])=[O:15])[CH:11]=[C:12]([C:51]4[C:50]([CH3:63])=[N:49][N:48]([CH2:47][C:46]5[CH:64]=[CH:65][CH:66]=[C:44]([F:43])[CH:45]=5)[C:52]=4[CH3:53])[C:7]3=[CH:6][C:5]=2[C:24]2[CH:29]=[CH:28][C:27]([N:30]3[CH2:35][CH2:34][N:33]([C:36]([O:38][C:39]([CH3:42])([CH3:41])[CH3:40])=[O:37])[CH2:32][CH2:31]3)=[CH:26][CH:25]=2)[CH2:3][CH2:2]1. (2) Given the reactants [C:1]([C:5]1[CH:20]=[CH:19][CH:18]=[CH:17][C:6]=1[O:7][C:8]1[C:13]([N:14]=[C:15]=[S:16])=[CH:12][CH:11]=[CH:10][N:9]=1)([CH3:4])([CH3:3])[CH3:2].C(N(C(C)C)CC)(C)C.Cl.[C:31]([NH2:39])(=[NH:38])[C:32]1[CH:37]=[CH:36][CH:35]=[CH:34][CH:33]=1.CCOC(/N=N/C(OCC)=O)=O, predict the reaction product. The product is: [C:1]([C:5]1[CH:20]=[CH:19][CH:18]=[CH:17][C:6]=1[O:7][C:8]1[C:13]([NH:14][C:15]2[S:16][N:39]=[C:31]([C:32]3[CH:37]=[CH:36][CH:35]=[CH:34][CH:33]=3)[N:38]=2)=[CH:12][CH:11]=[CH:10][N:9]=1)([CH3:4])([CH3:2])[CH3:3]. (3) Given the reactants [I:1][C:2]1[C:6]2=[N:7][CH:8]=[CH:9][CH:10]=[C:5]2[NH:4][CH:3]=1.Cl.ClC[CH2:14][N:15]1[CH2:20][CH2:19][CH2:18][CH2:17][CH2:16]1, predict the reaction product. The product is: [I:1][C:2]1[C:6]2=[N:7][CH:8]=[CH:9][CH:10]=[C:5]2[N:4]([CH2:19][CH2:20][N:15]2[CH2:14][CH2:18][CH2:17][CH2:16]2)[CH:3]=1. (4) The product is: [C:35]([C:2]1[N:7]=[C:6]([NH:8][C:9]([C:11]2[CH:12]=[CH:13][C:14]([O:15][C:16]3[CH:25]=[C:24]4[C:19]([CH:20]([C:26]([O:28][CH2:29][CH3:30])=[O:27])[CH2:21][CH2:22][O:23]4)=[CH:18][C:17]=3[Cl:31])=[CH:32][CH:33]=2)=[O:10])[CH:5]=[CH:4][CH:3]=1)([CH3:38])([CH3:37])[CH3:36]. Given the reactants Br[C:2]1[N:7]=[C:6]([NH:8][C:9]([C:11]2[CH:33]=[CH:32][C:14]([O:15][C:16]3[CH:25]=[C:24]4[C:19]([CH:20]([C:26]([O:28][CH2:29][CH3:30])=[O:27])[CH2:21][CH2:22][O:23]4)=[CH:18][C:17]=3[Cl:31])=[CH:13][CH:12]=2)=[O:10])[CH:5]=[CH:4][CH:3]=1.[Br-].[C:35]([Zn+])([CH3:38])([CH3:37])[CH3:36], predict the reaction product.